The task is: Predict the product of the given reaction.. This data is from Forward reaction prediction with 1.9M reactions from USPTO patents (1976-2016). (1) Given the reactants [CH:1]([C:3]1[CH:8]=[CH:7][N:6]=[C:5]([CH3:9])[CH:4]=1)=O.[CH:10]1([CH2:13][NH2:14])[CH2:12][CH2:11]1, predict the reaction product. The product is: [CH:10]1([CH2:13][N:14]=[CH:1][C:3]2[CH:8]=[CH:7][N:6]=[C:5]([CH3:9])[CH:4]=2)[CH2:12][CH2:11]1. (2) Given the reactants [NH2:1][C@H:2]([C:8]([OH:10])=[O:9])[CH2:3][CH2:4][CH2:5][CH2:6][NH2:7], predict the reaction product. The product is: [NH2:1][C@H:2]([C:8]([O-:10])=[O:9])[CH2:3][CH2:4][CH2:5][CH2:6][NH2:7].[NH2:1][C@H:2]([C:8]([OH:10])=[O:9])[CH2:3][CH2:4][CH2:5][CH2:6][NH2:7]. (3) The product is: [CH3:1][C:2]1[CH:17]=[CH:16][C:5]([C:6]([OH:8])=[O:7])=[C:4]([N:18]2[CH2:23][CH2:22][CH2:21][CH2:20][CH2:19]2)[CH:3]=1. Given the reactants [CH3:1][C:2]1[CH:17]=[CH:16][C:5]([C:6]([O:8]CC2C=CC=CC=2)=[O:7])=[C:4]([N:18]2[CH2:23][CH2:22][CH2:21][CH2:20][CH2:19]2)[CH:3]=1, predict the reaction product. (4) The product is: [F:17][CH:2]([F:1])[O:3][C:4]1[N:9]=[C:8]([C:10]([NH2:13])([CH3:11])[CH3:12])[CH:7]=[CH:6][CH:5]=1. Given the reactants [F:1][CH:2]([F:17])[O:3][C:4]1[N:9]=[C:8]([C:10]([NH:13]C(=O)[O-])([CH3:12])[CH3:11])[CH:7]=[CH:6][CH:5]=1.[Si](I)(C)(C)C.CO.O, predict the reaction product. (5) Given the reactants [CH3:1][O:2][C:3](=[O:19])[C:4]1[CH:12]=[C:11]([N:13]2[CH2:17][CH2:16][CH2:15][C:14]2=[O:18])[CH:10]=[C:6]([C:7]([OH:9])=O)[CH:5]=1.[CH3:20][NH:21][CH2:22][CH2:23][CH3:24].C1C=CC2N(O)N=NC=2C=1.C(Cl)CCl, predict the reaction product. The product is: [CH3:1][O:2][C:3](=[O:19])[C:4]1[CH:12]=[C:11]([N:13]2[CH2:17][CH2:16][CH2:15][C:14]2=[O:18])[CH:10]=[C:6]([C:7]([N:21]([CH3:20])[CH2:22][CH2:23][CH3:24])=[O:9])[CH:5]=1. (6) Given the reactants [CH:1]([C:3]1[C:12]2[C:7](=[CH:8][CH:9]=[CH:10][CH:11]=2)[C:6]([O:13][C:14]2[CH:22]=[CH:21][C:17]([C:18]([NH2:20])=[O:19])=[CH:16][N:15]=2)=[CH:5][N:4]=1)=O.[CH3:23][CH:24]([CH3:28])[CH2:25][CH2:26][NH2:27].[BH-](OC(C)=O)(OC(C)=O)OC(C)=O.[Na+].C(O)(=O)C.C([O-])(O)=O.[Na+], predict the reaction product. The product is: [CH3:23][CH:24]([CH3:28])[CH2:25][CH2:26][NH:27][CH2:1][C:3]1[C:12]2[C:7](=[CH:8][CH:9]=[CH:10][CH:11]=2)[C:6]([O:13][C:14]2[CH:22]=[CH:21][C:17]([C:18]([NH2:20])=[O:19])=[CH:16][N:15]=2)=[CH:5][N:4]=1. (7) The product is: [ClH:45].[CH3:28][S:25]([CH2:24][CH2:23][NH:22][C:21]([C:20]1[N:19]=[C:18]([C:30]([F:32])([F:31])[F:33])[N:15]2[CH2:16][CH2:17][N:12]([C:10](=[O:11])[CH2:9][C@H:8]([NH2:7])[CH2:34][C:35]3[CH:40]=[C:39]([F:41])[C:38]([F:42])=[CH:37][C:36]=3[F:43])[CH2:13][C:14]=12)=[O:29])(=[O:26])=[O:27]. Given the reactants C(OC(=O)[NH:7][C@H:8]([CH2:34][C:35]1[CH:40]=[C:39]([F:41])[C:38]([F:42])=[CH:37][C:36]=1[F:43])[CH2:9][C:10]([N:12]1[CH2:17][CH2:16][N:15]2[C:18]([C:30]([F:33])([F:32])[F:31])=[N:19][C:20]([C:21](=[O:29])[NH:22][CH2:23][CH2:24][S:25]([CH3:28])(=[O:27])=[O:26])=[C:14]2[CH2:13]1)=[O:11])(C)(C)C.[ClH:45], predict the reaction product.